From a dataset of Full USPTO retrosynthesis dataset with 1.9M reactions from patents (1976-2016). Predict the reactants needed to synthesize the given product. (1) Given the product [N:29]1[CH:30]=[CH:31][CH:32]=[C:27]([NH:26][C:23]([C:16]2[C:17]3[N:18]=[CH:19][CH:20]=[N:21][C:22]=3[C:13]([C:3]3[C:2]([F:1])=[C:7]([O:8][CH3:9])[CH:6]=[C:5]([O:10][CH3:11])[C:4]=3[F:12])=[CH:14][CH:15]=2)=[O:25])[CH:28]=1, predict the reactants needed to synthesize it. The reactants are: [F:1][C:2]1[C:7]([O:8][CH3:9])=[CH:6][C:5]([O:10][CH3:11])=[C:4]([F:12])[C:3]=1[C:13]1[C:22]2[N:21]=[CH:20][CH:19]=[N:18][C:17]=2[C:16]([C:23]([OH:25])=O)=[CH:15][CH:14]=1.[NH2:26][C:27]1[CH:28]=[N:29][CH:30]=[CH:31][CH:32]=1. (2) The reactants are: C([O:3][C:4]([C:6]1([NH:19][C:20](=[O:32])[C:21]2[CH:26]=[CH:25][CH:24]=[C:23]([CH3:27])[C:22]=2[O:28][CH2:29][CH:30]=[CH2:31])[CH2:17][C:16]2[C:18]3[C:12]([CH:13]=[CH:14][CH:15]=2)=[CH:11][CH:10]=[CH:9][C:8]=3[CH2:7]1)=[O:5])C.[OH-].[K+].O. Given the product [CH2:29]([O:28][C:22]1[C:23]([CH3:27])=[CH:24][CH:25]=[CH:26][C:21]=1[C:20]([NH:19][C:6]1([C:4]([OH:5])=[O:3])[CH2:17][C:16]2[C:18]3[C:12]([CH:13]=[CH:14][CH:15]=2)=[CH:11][CH:10]=[CH:9][C:8]=3[CH2:7]1)=[O:32])[CH:30]=[CH2:31], predict the reactants needed to synthesize it. (3) Given the product [Cl:14][C:11]1[N:10]=[CH:9][C:8]([CH2:7][N:6]2[CH2:5][CH2:4][CH2:3][NH:2][C:15]2=[NH:16])=[CH:13][CH:12]=1, predict the reactants needed to synthesize it. The reactants are: Cl.[NH2:2][CH2:3][CH2:4][CH2:5][NH:6][CH2:7][C:8]1[CH:9]=[N:10][C:11]([Cl:14])=[CH:12][CH:13]=1.[CH3:15][N:16](C)C=O. (4) Given the product [N:8]1([CH:46]2[CH2:45][CH2:44][N:43]([C:4](=[O:3])[CH:5]([NH:26][C:65]3[CH:66]=[C:61]4[C:62](=[CH:63][CH:64]=3)[NH:67][N:68]=[CH:59]4)[CH2:6][C:7]([N:8]3[CH2:9][CH2:10][CH:11]([N:14]4[CH2:23][C:22]5[C:17](=[CH:18][CH:19]=[CH:20][CH:21]=5)[NH:16][C:15]4=[O:24])[CH2:12][CH2:13]3)=[O:25])[CH2:48][CH2:47]2)[CH2:13][CH2:12][CH2:11][CH2:10][CH2:9]1, predict the reactants needed to synthesize it. The reactants are: C([O:3][C:4](=O)[CH:5]([NH:26]C1C=C2C(=CC=1)NN=C2)[CH2:6][C:7](=[O:25])[N:8]1[CH2:13][CH2:12][CH:11]([N:14]2[CH2:23][C:22]3[C:17](=[CH:18][CH:19]=[CH:20][CH:21]=3)[NH:16][C:15]2=[O:24])[CH2:10][CH2:9]1)C.[N:43]1([N:43]2[CH2:48][CH2:47][CH2:46][CH2:45][CH2:44]2)[CH2:48][CH2:47][CH2:46][CH2:45][CH2:44]1.CCOP(ON1[N:68]=[N:67][C:62]2[CH:63]=[CH:64][CH:65]=[CH:66][C:61]=2[C:59]1=O)(OCC)=O. (5) The reactants are: [N+:1]([C:4]1[CH:8]=[CH:7][N:6]([S:9]([CH2:12][CH2:13][C:14]2[CH:19]=[CH:18][CH:17]=[CH:16][CH:15]=2)(=[O:11])=[O:10])[CH:5]=1)([O-])=O.[N:20]1[CH:25]=[CH:24][CH:23]=[CH:22][C:21]=1[C:26](O[C:26](=[O:27])[C:21]1[CH:22]=[CH:23][CH:24]=[CH:25][N:20]=1)=[O:27].[Sn].ClC(Cl)C. Given the product [CH2:12]([S:9]([N:6]1[CH:7]=[CH:8][C:4]([NH:1][C:26](=[O:27])[C:21]2[CH:22]=[CH:23][CH:24]=[CH:25][N:20]=2)=[CH:5]1)(=[O:11])=[O:10])[CH2:13][C:14]1[CH:19]=[CH:18][CH:17]=[CH:16][CH:15]=1, predict the reactants needed to synthesize it. (6) Given the product [S:1]1[C:5]2[CH:6]=[CH:7][CH:8]=[CH:9][C:4]=2[N:3]=[C:2]1[C:10]([C:12]1[CH:17]=[CH:16][C:15]([O:18][C:25]2[C:20]([Cl:19])=[N:21][CH:22]=[CH:23][N:24]=2)=[CH:14][CH:13]=1)=[O:11], predict the reactants needed to synthesize it. The reactants are: [S:1]1[C:5]2[CH:6]=[CH:7][CH:8]=[CH:9][C:4]=2[N:3]=[C:2]1[C:10]([C:12]1[CH:17]=[CH:16][C:15]([OH:18])=[CH:14][CH:13]=1)=[O:11].[Cl:19][C:20]1[C:25](Cl)=[N:24][CH:23]=[CH:22][N:21]=1.CS(C)=O.C(=O)([O-])[O-].[Cs+].[Cs+]. (7) Given the product [C:25]([O:30][CH2:2][C:3]([O:5][CH:6]1[CH:10]2[O:11][C:12](=[O:19])[CH:13]3[CH:14]([C:15]([O:17][CH3:18])=[O:16])[CH:7]1[CH2:8][CH:9]23)=[O:4])(=[O:29])[C:26]([CH3:28])=[CH2:27], predict the reactants needed to synthesize it. The reactants are: Cl[CH2:2][C:3]([O:5][CH:6]1[CH:10]2[O:11][C:12](=[O:19])[CH:13]3[CH:14]([C:15]([O:17][CH3:18])=[O:16])[CH:7]1[CH2:8][CH:9]23)=[O:4].CN(C)C=O.[C:25]([O-:30])(=[O:29])[C:26]([CH3:28])=[CH2:27].[Na+].[I-].[Na+]. (8) Given the product [CH3:32][O:33][CH2:34][C@H:35]1[CH2:39][CH2:38][CH2:37][N:36]1[C:2]1[C:11]2[C:6](=[CH:7][C:8]([S:12]([NH:15][C:16]3[S:17][CH:18]=[CH:19][N:20]=3)(=[O:14])=[O:13])=[CH:9][CH:10]=2)[N:5]=[CH:4][N:3]=1, predict the reactants needed to synthesize it. The reactants are: Cl[C:2]1[C:11]2[C:6](=[CH:7][C:8]([S:12]([N:15](CC3C=CC(OC)=CC=3OC)[C:16]3[S:17][CH:18]=[CH:19][N:20]=3)(=[O:14])=[O:13])=[CH:9][CH:10]=2)[N:5]=[CH:4][N:3]=1.[CH3:32][O:33][CH2:34][C@H:35]1[CH2:39][CH2:38][CH2:37][NH:36]1.CCN(C(C)C)C(C)C.C(O)(C(F)(F)F)=O. (9) Given the product [CH3:14][NH:15][C:10](=[O:12])[CH2:9][N:7]1[CH:8]=[C:4]([N+:1]([O-:3])=[O:2])[CH:5]=[N:6]1, predict the reactants needed to synthesize it. The reactants are: [N+:1]([C:4]1[CH:5]=[N:6][N:7]([CH2:9][C:10]([O:12]C)=O)[CH:8]=1)([O-:3])=[O:2].[CH3:14][NH2:15]. (10) Given the product [C:1]([C@H:5]1[CH2:10][CH2:9][C@H:8]([N:11]([C:28](=[O:40])[C:29]2[CH:34]=[CH:33][C:32]([O:35][C:36]([F:39])([F:38])[F:37])=[CH:31][CH:30]=2)[CH:12]2[C:20]3[C:15](=[CH:16][C:17]([C:21]([NH:43][C:44]4[NH:48][N:47]=[N:46][N:45]=4)=[O:22])=[CH:18][CH:19]=3)[CH2:14][CH2:13]2)[CH2:7][CH2:6]1)([CH3:4])([CH3:3])[CH3:2], predict the reactants needed to synthesize it. The reactants are: [C:1]([C@H:5]1[CH2:10][CH2:9][C@H:8]([N:11]([C:28](=[O:40])[C:29]2[CH:34]=[CH:33][C:32]([O:35][C:36]([F:39])([F:38])[F:37])=[CH:31][CH:30]=2)[CH:12]2[C:20]3[C:15](=[CH:16][C:17]([C:21](OCCCC)=[O:22])=[CH:18][CH:19]=3)[CH2:14][CH2:13]2)[CH2:7][CH2:6]1)([CH3:4])([CH3:3])[CH3:2].[Li+].[OH-].[NH2:43][C:44]1[NH:48][N:47]=[N:46][N:45]=1.